This data is from Forward reaction prediction with 1.9M reactions from USPTO patents (1976-2016). The task is: Predict the product of the given reaction. (1) The product is: [CH2:1]([O:3][C:4]([C:6]1[N:7]=[C:8]([C:26]#[N:27])[C:9]2[C:14]([C:15]=1[OH:16])=[CH:13][CH:12]=[C:11]([O:17][CH2:18][C:19]1[CH:24]=[CH:23][CH:22]=[CH:21][CH:20]=1)[CH:10]=2)=[O:5])[CH3:2]. Given the reactants [CH2:1]([O:3][C:4]([C:6]1[N:7]=[C:8](Br)[C:9]2[C:14]([C:15]=1[OH:16])=[CH:13][CH:12]=[C:11]([O:17][CH2:18][C:19]1[CH:24]=[CH:23][CH:22]=[CH:21][CH:20]=1)[CH:10]=2)=[O:5])[CH3:2].[CH3:26][N:27](C)C(=O)C, predict the reaction product. (2) Given the reactants [CH2:1]([N:8]1[CH2:13][CH2:12][CH:11]([CH2:14][CH2:15][NH2:16])[CH2:10][CH2:9]1)[C:2]1[CH:7]=[CH:6][CH:5]=[CH:4][CH:3]=1.[CH3:17][C:18]1[NH:19][CH:20]=[C:21]([CH:23]=O)[N:22]=1.[C:25](O)(=[O:27])C.C(O[BH-](OC(=O)C)OC(=O)C)(=O)C.[Na+], predict the reaction product. The product is: [CH2:1]([N:8]1[CH2:13][CH2:12][CH:11]([CH2:14][CH2:15][N:16]2[CH2:23][C:21]3=[CH:20][N:19]=[C:18]([CH3:17])[N:22]3[C:25]2=[O:27])[CH2:10][CH2:9]1)[C:2]1[CH:7]=[CH:6][CH:5]=[CH:4][CH:3]=1. (3) Given the reactants [C:1]([NH:4][C:5]1[CH:10]=[C:9]([N+:11]([O-:13])=[O:12])[CH:8]=[CH:7][C:6]=1[CH3:14])(=[O:3])[CH3:2].[Br:15]N1C(=O)CCC1=O, predict the reaction product. The product is: [C:1]([NH:4][C:5]1[CH:10]=[C:9]([N+:11]([O-:13])=[O:12])[CH:8]=[CH:7][C:6]=1[CH2:14][Br:15])(=[O:3])[CH3:2]. (4) Given the reactants CCN(C(C)C)C(C)C.[N:10]1[C:15]2[NH:16][C@@H:17]3[CH2:22][N:21]([C:14]=2[CH:13]=[CH:12][C:11]=1[C:23]1[CH:24]=[C:25]([CH:28]=[CH:29][CH:30]=1)[C:26]#[N:27])[CH2:20][CH2:19][CH2:18]3.ClC(Cl)(O[C:35](=[O:41])OC(Cl)(Cl)Cl)Cl.[NH2:43][C:44]1[CH:45]=[N:46][CH:47]=[CH:48][CH:49]=1, predict the reaction product. The product is: [C:26]([C:25]1[CH:24]=[C:23]([C:11]2[CH:12]=[CH:13][C:14]3[N:21]4[CH2:22][C@H:17]([CH2:18][CH2:19][CH2:20]4)[N:16]([C:35]([NH:43][C:44]4[CH:45]=[N:46][CH:47]=[CH:48][CH:49]=4)=[O:41])[C:15]=3[N:10]=2)[CH:30]=[CH:29][CH:28]=1)#[N:27]. (5) Given the reactants Br[C:2]1[CH:3]=[N:4][C:5]2[C:10]([CH:11]=1)=[CH:9][C:8]([O:12]C(=O)C)=[CH:7][CH:6]=2.[CH3:16][N:17]1[CH:21]=[C:20](B2OC(C)(C)C(C)(C)O2)[CH:19]=[N:18]1.C([O-])([O-])=O.[Na+].[Na+].O, predict the reaction product. The product is: [CH3:16][N:17]1[CH:21]=[C:20]([C:2]2[CH:3]=[N:4][C:5]3[C:10]([CH:11]=2)=[CH:9][C:8]([OH:12])=[CH:7][CH:6]=3)[CH:19]=[N:18]1.